This data is from Forward reaction prediction with 1.9M reactions from USPTO patents (1976-2016). The task is: Predict the product of the given reaction. (1) The product is: [CH2:23]([O:22][C:19]1[CH:20]=[CH:21][C:16]([C:13]2[CH:12]=[C:11]([CH2:10][N:8]3[CH:9]=[C:4]4[N:3]=[C:2]([C:33]5[CH:34]=[CH:35][C:30]([O:29][CH3:28])=[CH:31][CH:32]=5)[N:27]=[C:5]4[CH:6]=[N:7]3)[O:15][N:14]=2)=[CH:17][CH:18]=1)[CH2:24][CH2:25][CH3:26]. Given the reactants Br[C:2]1[N:27]=[C:5]2[CH:6]=[N:7][N:8]([CH2:10][C:11]3[O:15][N:14]=[C:13]([C:16]4[CH:21]=[CH:20][C:19]([O:22][CH2:23][CH2:24][CH2:25][CH3:26])=[CH:18][CH:17]=4)[CH:12]=3)[CH:9]=[C:4]2[N:3]=1.[CH3:28][O:29][C:30]1[CH:35]=[CH:34][C:33](B(O)O)=[CH:32][CH:31]=1, predict the reaction product. (2) Given the reactants [CH3:1][C:2]1[O:12][C:5]2[CH2:6][N:7]([CH3:11])[CH2:8][CH:9]([OH:10])[C:4]=2[CH:3]=1.[C:13]([C:16]1[CH:17]=[C:18](F)[CH:19]=[CH:20][C:21]=1[Cl:22])(=[O:15])[NH2:14], predict the reaction product. The product is: [ClH:22].[C:13]([C:16]1[CH:17]=[C:18]([O:10][CH:9]2[CH2:8][N:7]([CH3:11])[CH2:6][C:5]3[O:12][C:2]([CH3:1])=[CH:3][C:4]2=3)[CH:19]=[CH:20][C:21]=1[Cl:22])(=[O:15])[NH2:14]. (3) The product is: [CH3:28][N:29]1[CH2:34][CH2:33][N:32]([C:2]2[CH:7]=[C:6]([NH:8][C:9]3[NH:10][N:11]=[C:12]([CH3:14])[CH:13]=3)[N:5]=[C:4]([S:15][C:16]3[CH:21]=[CH:20][C:19]([NH:22][C:23]([CH:25]4[CH2:27][CH2:26]4)=[O:24])=[CH:18][CH:17]=3)[N:3]=2)[CH2:31][CH2:30]1. Given the reactants Cl[C:2]1[CH:7]=[C:6]([NH:8][C:9]2[NH:10][N:11]=[C:12]([CH3:14])[CH:13]=2)[N:5]=[C:4]([S:15][C:16]2[CH:21]=[CH:20][C:19]([NH:22][C:23]([CH:25]3[CH2:27][CH2:26]3)=[O:24])=[CH:18][CH:17]=2)[N:3]=1.[CH3:28][N:29]1[CH2:34][CH2:33][NH:32][CH2:31][CH2:30]1, predict the reaction product.